Dataset: Catalyst prediction with 721,799 reactions and 888 catalyst types from USPTO. Task: Predict which catalyst facilitates the given reaction. (1) Reactant: [Cl:1][C:2]1[CH:8]=[CH:7][C:5]([NH2:6])=[CH:4][CH:3]=1.[C:9]([O:15][CH2:16][CH3:17])(=[O:14])[CH2:10][C:11]([CH3:13])=O.C(O)(=O)C. The catalyst class is: 11. Product: [Cl:1][C:2]1[CH:8]=[CH:7][C:5]([NH:6][C:11]([CH3:13])=[CH:10][C:9]([O:15][CH2:16][CH3:17])=[O:14])=[CH:4][CH:3]=1. (2) Reactant: [Cl:1][C:2]1[CH:3]=[C:4]([CH:20]=[CH:21][C:22]=1[Cl:23])[CH2:5][N:6]1[CH2:11][CH2:10][O:9][CH:8]([CH2:12][NH:13]C(=O)C(F)(F)F)[CH2:7]1.C(=O)([O-])[O-].[K+].[K+]. Product: [Cl:1][C:2]1[CH:3]=[C:4]([CH:20]=[CH:21][C:22]=1[Cl:23])[CH2:5][N:6]1[CH2:11][CH2:10][O:9][CH:8]([CH2:12][NH2:13])[CH2:7]1. The catalyst class is: 24.